Dataset: Full USPTO retrosynthesis dataset with 1.9M reactions from patents (1976-2016). Task: Predict the reactants needed to synthesize the given product. (1) Given the product [F:32][C:28]1[CH:29]=[CH:30][CH:31]=[C:2]([F:1])[C:3]=1[CH2:4][N:5]1[C:10](=[O:11])[CH:9]=[CH:8][C:7]([CH2:12][C:13]2[C:21]3[C:16](=[CH:17][CH:18]=[CH:19][CH:20]=3)[N:15]([CH2:22][C:23]([OH:25])=[O:24])[C:14]=2[CH3:27])=[CH:6]1, predict the reactants needed to synthesize it. The reactants are: [F:1][C:2]1[CH:31]=[CH:30][CH:29]=[C:28]([F:32])[C:3]=1[CH2:4][N:5]1[C:10](=[O:11])[CH:9]=[CH:8][C:7]([CH2:12][C:13]2[C:21]3[C:16](=[CH:17][CH:18]=[CH:19][CH:20]=3)[N:15]([CH2:22][C:23]([O:25]C)=[O:24])[C:14]=2[CH3:27])=[CH:6]1.O.[OH-].[Li+]. (2) The reactants are: [C:1]([O:5][C:6](=[O:31])[NH:7][CH2:8][C:9]([N:11]1[CH2:16][CH2:15][N:14]([C:17]2[CH:22]=[CH:21][C:20]([O:23]CC3C=CC=CC=3)=[CH:19][CH:18]=2)[CH2:13][CH2:12]1)=[O:10])([CH3:4])([CH3:3])[CH3:2]. Given the product [OH:23][C:20]1[CH:21]=[CH:22][C:17]([N:14]2[CH2:15][CH2:16][N:11]([C:9](=[O:10])[CH2:8][NH:7][C:6](=[O:31])[O:5][C:1]([CH3:2])([CH3:3])[CH3:4])[CH2:12][CH2:13]2)=[CH:18][CH:19]=1, predict the reactants needed to synthesize it. (3) Given the product [CH2:39]([O:38][C:36]1[CH:35]=[CH:34][N:33]=[C:32]([C:18]2[CH:17]=[C:16]([CH:14]([C:9]3[C:10](=[O:13])[CH:11]=[CH:12][N:7]([C:5]4[CH:4]=[N:3][N:2]([CH3:1])[CH:6]=4)[N:8]=3)[CH3:15])[CH:21]=[CH:20][CH:19]=2)[N:37]=1)[CH3:40], predict the reactants needed to synthesize it. The reactants are: [CH3:1][N:2]1[CH:6]=[C:5]([N:7]2[CH:12]=[CH:11][C:10](=[O:13])[C:9]([CH:14]([C:16]3[CH:21]=[CH:20][CH:19]=[C:18](B4OC(C)(C)C(C)(C)O4)[CH:17]=3)[CH3:15])=[N:8]2)[CH:4]=[N:3]1.Cl[C:32]1[N:37]=[C:36]([O:38][CH2:39][CH3:40])[CH:35]=[CH:34][N:33]=1.CC1NC(C2C=C(C=CC=2)CC2C(=O)C=CN(C3C=NN(C)C=3)N=2)=NC=1. (4) The reactants are: C(=O)([O-])[O-].[K+].[K+].C([O:10][CH:11]([CH2:15][CH:16]=[C:17]([CH3:32])[CH2:18][CH2:19][CH2:20][CH:21]([CH3:31])[CH2:22][O:23][Si:24]([C:27]([CH3:30])([CH3:29])[CH3:28])([CH3:26])[CH3:25])[C:12](=[O:14])[CH3:13])(=O)C.[Na+].[Cl-]. Given the product [C:27]([Si:24]([CH3:25])([CH3:26])[O:23][CH2:22][CH:21]([CH3:31])[CH2:20][CH2:19][CH2:18][C:17]([CH3:32])=[CH:16][CH2:15][CH:11]([OH:10])[C:12](=[O:14])[CH3:13])([CH3:29])([CH3:30])[CH3:28], predict the reactants needed to synthesize it. (5) Given the product [C:1]1([C:7]([NH:20][C:21]2[CH:32]=[CH:31][CH:30]=[C:29]([F:33])[C:22]=2[CH:23]=[O:24])([C:14]2[CH:19]=[CH:18][CH:17]=[CH:16][CH:15]=2)[C:8]2[CH:9]=[CH:10][CH:11]=[CH:12][CH:13]=2)[CH:6]=[CH:5][CH:4]=[CH:3][CH:2]=1, predict the reactants needed to synthesize it. The reactants are: [C:1]1([C:7]([NH:20][C:21]2[CH:32]=[CH:31][CH:30]=[C:29]([F:33])[C:22]=2[C:23](C[N-]OC)=[O:24])([C:14]2[CH:19]=[CH:18][CH:17]=[CH:16][CH:15]=2)[C:8]2[CH:13]=[CH:12][CH:11]=[CH:10][CH:9]=2)[CH:6]=[CH:5][CH:4]=[CH:3][CH:2]=1.[H-].[Al+3].[Li+].[H-].[H-].[H-]. (6) Given the product [NH2:15][C@@H:14]1[CH2:13][CH2:12][N:11]([C:23]2[C:24]([Cl:55])=[C:25]([NH:31][C:32]3[N:37]=[C:36]([N:38]([CH2:48][CH3:49])[CH2:39][C:40]4[CH:41]=[CH:42][C:43]([O:46][CH3:47])=[CH:44][CH:45]=4)[C:35]4=[N:50][CH:51]=[C:52]([C:53]#[N:54])[N:34]4[N:33]=3)[CH:26]=[C:27]([C:29]#[N:30])[CH:28]=2)[CH2:10][C@H:9]1[OH:8], predict the reactants needed to synthesize it. The reactants are: [Si]([O:8][C@H:9]1[C@H:14]([NH:15]C(=O)OC(C)(C)C)[CH2:13][CH2:12][N:11]([C:23]2[CH:28]=[C:27]([C:29]#[N:30])[CH:26]=[C:25]([NH:31][C:32]3[N:37]=[C:36]([N:38]([CH2:48][CH3:49])[CH2:39][C:40]4[CH:45]=[CH:44][C:43]([O:46][CH3:47])=[CH:42][CH:41]=4)[C:35]4=[N:50][CH:51]=[C:52]([C:53]#[N:54])[N:34]4[N:33]=3)[C:24]=2[Cl:55])[CH2:10]1)(C(C)(C)C)(C)C. (7) Given the product [CH3:1][S:2]([NH:5][C:6]1[CH:11]=[CH:10][CH:9]=[CH:8][C:7]=1[CH:12]1[CH2:17][CH2:16][NH:15][CH2:14][CH2:13]1)(=[O:3])=[O:4], predict the reactants needed to synthesize it. The reactants are: [CH3:1][S:2]([NH:5][C:6]1[CH:11]=[CH:10][CH:9]=[CH:8][C:7]=1[CH:12]1[CH2:17][CH2:16][N:15](C(OC(C)(C)C)=O)[CH2:14][CH2:13]1)(=[O:4])=[O:3].Cl. (8) Given the product [CH3:1][C:2]1[N:7]=[C:6]2[NH:8][CH:9]=[C:10]([C:15](=[O:17])[CH3:16])[C:5]2=[CH:4][CH:3]=1, predict the reactants needed to synthesize it. The reactants are: [CH3:1][C:2]1[N:7]=[C:6]2[NH:8][CH:9]=[CH:10][C:5]2=[CH:4][CH:3]=1.[Cl-].[Al+3].[Cl-].[Cl-].[C:15](Cl)(=[O:17])[CH3:16].C(=O)([O-])O.[Na+].